From a dataset of Full USPTO retrosynthesis dataset with 1.9M reactions from patents (1976-2016). Predict the reactants needed to synthesize the given product. (1) Given the product [Si:1]([O:18][CH2:19][C@@H:20]1[CH2:23][C@H:22]([C:24]2[CH:25]=[C:26]3[C:31](=[CH:32][CH:33]=2)[N:30]=[C:29]([C:34]2[CH:39]=[CH:38][CH:37]=[C:36]([Cl:40])[CH:35]=2)[N:28]([CH2:41][C:42]([O:44][CH3:45])=[O:43])[C:27]3=[O:46])[CH2:21]1)([C:14]([CH3:17])([CH3:16])[CH3:15])([C:2]1[CH:7]=[CH:6][CH:5]=[CH:4][CH:3]=1)[C:8]1[CH:13]=[CH:12][CH:11]=[CH:10][CH:9]=1, predict the reactants needed to synthesize it. The reactants are: [Si:1]([O:18][CH2:19][CH:20]1[CH2:23][C:22]([C:24]2[CH:25]=[C:26]3[C:31](=[CH:32][CH:33]=2)[N:30]=[C:29]([C:34]2[CH:39]=[CH:38][CH:37]=[C:36]([Cl:40])[CH:35]=2)[N:28]([CH2:41][C:42]([O:44][CH3:45])=[O:43])[C:27]3=[O:46])=[CH:21]1)([C:14]([CH3:17])([CH3:16])[CH3:15])([C:8]1[CH:13]=[CH:12][CH:11]=[CH:10][CH:9]=1)[C:2]1[CH:7]=[CH:6][CH:5]=[CH:4][CH:3]=1.[H][H]. (2) Given the product [C:37]([O:41][C:42]([N:44]1[CH2:48][CH2:47][CH:46]([S:49][C:2]2[CH:30]=[CH:29][C:5]3[N:6]([C:10]([C:23]4[CH:28]=[CH:27][CH:26]=[CH:25][CH:24]=4)([C:17]4[CH:22]=[CH:21][CH:20]=[CH:19][CH:18]=4)[C:11]4[CH:16]=[CH:15][CH:14]=[CH:13][CH:12]=4)[C:7](=[O:9])[O:8][C:4]=3[CH:3]=2)[CH2:45]1)=[O:43])([CH3:40])([CH3:38])[CH3:39], predict the reactants needed to synthesize it. The reactants are: Br[C:2]1[CH:30]=[CH:29][C:5]2[N:6]([C:10]([C:23]3[CH:28]=[CH:27][CH:26]=[CH:25][CH:24]=3)([C:17]3[CH:22]=[CH:21][CH:20]=[CH:19][CH:18]=3)[C:11]3[CH:16]=[CH:15][CH:14]=[CH:13][CH:12]=3)[C:7](=[O:9])[O:8][C:4]=2[CH:3]=1.C([O-])([O-])=O.[Cs+].[Cs+].[C:37]([O:41][C:42]([N:44]1[CH2:48][CH2:47][CH:46]([SH:49])[CH2:45]1)=[O:43])([CH3:40])([CH3:39])[CH3:38]. (3) Given the product [CH3:61][O:60][C:58]1[CH:57]=[CH:56][C:54]2[CH2:55][CH:51]([CH2:50][NH2:47])[O:52][C:53]=2[CH:59]=1, predict the reactants needed to synthesize it. The reactants are: CC1C=CC(S(OCC2CC3C=CC(OC)=CC=3O2)(=O)=O)=CC=1.[N-]=[N+]=[N-].[Na+].N(CC1CC2C=C(Cl)C=C(C3C=CSC=3)C=2O1)=[N+]=[N-].[N:47]([CH2:50][CH:51]1[CH2:55][C:54]2[CH:56]=[CH:57][C:58]([O:60][CH3:61])=[CH:59][C:53]=2[O:52]1)=[N+]=[N-].[N-]=[N+]=[N-].